This data is from CYP2D6 inhibition data for predicting drug metabolism from PubChem BioAssay. The task is: Regression/Classification. Given a drug SMILES string, predict its absorption, distribution, metabolism, or excretion properties. Task type varies by dataset: regression for continuous measurements (e.g., permeability, clearance, half-life) or binary classification for categorical outcomes (e.g., BBB penetration, CYP inhibition). Dataset: cyp2d6_veith. (1) The molecule is CN(C)C(=O)c1ccc(-c2cncnc2NCCc2cnc[nH]2)cc1. The result is 1 (inhibitor). (2) The drug is COC(=O)c1nnn(-c2nonc2N)c1CSc1nc2ccccc2o1. The result is 0 (non-inhibitor).